This data is from Reaction yield outcomes from USPTO patents with 853,638 reactions. The task is: Predict the reaction yield, written as a fraction of the theoretical maximum amount of product (1.0 means a 100% yield; for example, 0.34 means a 34% yield). The reactants are [N:1]1([C:5]2[N:10]=[CH:9][C:8]([NH:11][C:12](=[O:20])OC3C=CC=CC=3)=[CH:7][CH:6]=2)[CH2:4][CH2:3][CH2:2]1.[C:21]([C:25]1[CH:29]=[C:28]([CH2:30][NH2:31])[N:27]([C:32]2[CH:37]=[CH:36][CH:35]=[C:34]([Cl:38])[CH:33]=2)[N:26]=1)([CH3:24])([CH3:23])[CH3:22].C(N(CC)CC)C. The catalyst is CS(C)=O.O. The product is [N:1]1([C:5]2[N:10]=[CH:9][C:8]([NH:11][C:12]([NH:31][CH2:30][C:28]3[N:27]([C:32]4[CH:37]=[CH:36][CH:35]=[C:34]([Cl:38])[CH:33]=4)[N:26]=[C:25]([C:21]([CH3:24])([CH3:23])[CH3:22])[CH:29]=3)=[O:20])=[CH:7][CH:6]=2)[CH2:2][CH2:3][CH2:4]1. The yield is 0.570.